This data is from Reaction yield outcomes from USPTO patents with 853,638 reactions. The task is: Predict the reaction yield, written as a fraction of the theoretical maximum amount of product (1.0 means a 100% yield; for example, 0.34 means a 34% yield). (1) The reactants are [F:1][C:2]1[C:9]([F:10])=[CH:8][C:5]([C:6]#[N:7])=[C:4]([N+:11]([O-])=O)[CH:3]=1.[O-]S(S([O-])=O)=O.[Na+].[Na+].CCO. The catalyst is O. The product is [NH2:11][C:4]1[CH:3]=[C:2]([F:1])[C:9]([F:10])=[CH:8][C:5]=1[C:6]#[N:7]. The yield is 0.390. (2) The reactants are [C:1]([C:3]1[C:4]([N+:23]([O-])=O)=[CH:5][C:6]([O:21][CH3:22])=[C:7]([CH:20]=1)[O:8][CH:9]1[CH2:14][CH2:13][N:12]([CH2:15][C:16]([NH:18][CH3:19])=[O:17])[CH2:11][CH2:10]1)#[N:2].S(S([O-])=O)([O-])=O.[Na+].[Na+].Cl.[OH-].[Na+].CC1CCCO1. The catalyst is O.CO. The product is [NH2:23][C:4]1[C:3]([C:1]#[N:2])=[CH:20][C:7]([O:8][CH:9]2[CH2:10][CH2:11][N:12]([CH2:15][C:16]([NH:18][CH3:19])=[O:17])[CH2:13][CH2:14]2)=[C:6]([O:21][CH3:22])[CH:5]=1. The yield is 0.780. (3) The reactants are [N+:1]([C:4]1[CH:5]=[C:6]2[C:10](=[CH:11][CH:12]=1)[C:9](=[O:13])[NH:8][C:7]2=[O:14])([O-:3])=[O:2].C([O-])([O-])=O.[K+].[K+].Br[CH2:22][C:23]([O:25][CH3:26])=[O:24].CCO. The catalyst is CN(C=O)C. The product is [N+:1]([C:4]1[CH:5]=[C:6]2[C:10](=[CH:11][CH:12]=1)[C:9](=[O:13])[N:8]([CH2:22][C:23]([O:25][CH3:26])=[O:24])[C:7]2=[O:14])([O-:3])=[O:2]. The yield is 0.655. (4) The reactants are C1CCC(N=C=NC2CCCCC2)CC1.[NH2:16][CH2:17][C:18]([OH:20])=[O:19].O[C:22]1[C:31]([F:32])=[C:29]([F:30])[C:27]([F:28])=[C:25]([F:26])[C:23]=1[F:24]. The catalyst is CN(C=O)C. The product is [NH2:16][CH2:17][C:18]([O:20][C:22]1[C:23]([F:24])=[C:25]([F:26])[C:27]([F:28])=[C:29]([F:30])[C:31]=1[F:32])=[O:19]. The yield is 0.100. (5) The reactants are Cl[C:2]1[C:7]([CH2:8][CH3:9])=[C:6]([CH3:10])[N:5]=[C:4]([C:11]2[S:12][C:13]([Cl:16])=[CH:14][CH:15]=2)[N:3]=1.[NH2:17][C:18]1[CH:23]=[CH:22][C:21]([CH2:24][C:25]2[NH:26][CH:27]=[C:28]([C:30]([O:32][CH3:33])=[O:31])[N:29]=2)=[CH:20][CH:19]=1.Cl.C(=O)(O)[O-].[Na+]. The catalyst is O1CCOCC1.CC(O)=O. The product is [Cl:16][C:13]1[S:12][C:11]([C:4]2[N:3]=[C:2]([NH:17][C:18]3[CH:19]=[CH:20][C:21]([CH2:24][C:25]4[NH:26][CH:27]=[C:28]([C:30]([O:32][CH3:33])=[O:31])[N:29]=4)=[CH:22][CH:23]=3)[C:7]([CH2:8][CH3:9])=[C:6]([CH3:10])[N:5]=2)=[CH:15][CH:14]=1. The yield is 0.480. (6) The reactants are [Br:1][C:2]1[CH:7]=[CH:6][C:5]([NH:8][C:9](=O)[CH3:10])=[C:4]([N+:12]([O-:14])=[O:13])[CH:3]=1.[N-:15]=[N+:16]=[N-:17].[Na+].FC(F)(F)S(OS(C(F)(F)F)(=O)=O)(=O)=O. The catalyst is C(#N)C. The product is [Br:1][C:2]1[CH:7]=[CH:6][C:5]([N:8]2[C:9]([CH3:10])=[N:17][N:16]=[N:15]2)=[C:4]([N+:12]([O-:14])=[O:13])[CH:3]=1. The yield is 0.900.